From a dataset of NCI-60 drug combinations with 297,098 pairs across 59 cell lines. Regression. Given two drug SMILES strings and cell line genomic features, predict the synergy score measuring deviation from expected non-interaction effect. (1) Drug 1: CC1=C(N=C(N=C1N)C(CC(=O)N)NCC(C(=O)N)N)C(=O)NC(C(C2=CN=CN2)OC3C(C(C(C(O3)CO)O)O)OC4C(C(C(C(O4)CO)O)OC(=O)N)O)C(=O)NC(C)C(C(C)C(=O)NC(C(C)O)C(=O)NCCC5=NC(=CS5)C6=NC(=CS6)C(=O)NCCC[S+](C)C)O. Drug 2: CC1C(C(CC(O1)OC2CC(CC3=C2C(=C4C(=C3O)C(=O)C5=CC=CC=C5C4=O)O)(C(=O)C)O)N)O. Cell line: SF-268. Synergy scores: CSS=44.8, Synergy_ZIP=-6.12, Synergy_Bliss=-8.82, Synergy_Loewe=-4.47, Synergy_HSA=-3.20. (2) Drug 1: C1C(C(OC1N2C=C(C(=O)NC2=O)F)CO)O. Drug 2: C1CC(=O)NC(=O)C1N2C(=O)C3=CC=CC=C3C2=O. Synergy scores: CSS=14.8, Synergy_ZIP=-4.18, Synergy_Bliss=4.68, Synergy_Loewe=-29.9, Synergy_HSA=2.89. Cell line: SF-295. (3) Drug 1: CN(C(=O)NC(C=O)C(C(C(CO)O)O)O)N=O. Drug 2: CCC1(C2=C(COC1=O)C(=O)N3CC4=CC5=C(C=CC(=C5CN(C)C)O)N=C4C3=C2)O.Cl. Cell line: NCI/ADR-RES. Synergy scores: CSS=-1.08, Synergy_ZIP=-5.31, Synergy_Bliss=-12.1, Synergy_Loewe=-24.0, Synergy_HSA=-12.1.